Predict the reaction yield, written as a fraction of the theoretical maximum amount of product (1.0 means a 100% yield; for example, 0.34 means a 34% yield). From a dataset of Reaction yield outcomes from USPTO patents with 853,638 reactions. (1) The reactants are [F:1][C:2]([F:23])([F:22])[C:3]1[N:8]=[CH:7][C:6]([C@H:9]([NH:11][C:12]2[C:13]3[CH2:21][NH:20][CH2:19][CH2:18][C:14]=3[N:15]=[CH:16][N:17]=2)[CH3:10])=[CH:5][CH:4]=1.[Br:24][C:25]1[CH:26]=[CH:27][C:28](F)=[C:29]([CH:32]=1)[C:30]#[N:31].C(N(CC)C(C)C)(C)C. The catalyst is C(#N)C. The product is [Br:24][C:25]1[CH:26]=[CH:27][C:28]([N:20]2[CH2:19][CH2:18][C:14]3[N:15]=[CH:16][N:17]=[C:12]([NH:11][C@@H:9]([C:6]4[CH:7]=[N:8][C:3]([C:2]([F:1])([F:22])[F:23])=[CH:4][CH:5]=4)[CH3:10])[C:13]=3[CH2:21]2)=[C:29]([CH:32]=1)[C:30]#[N:31]. The yield is 0.540. (2) The catalyst is O1CCCC1. The yield is 0.740. The reactants are [H-].[Al+3].[Li+].[H-].[H-].[H-].[CH3:7][CH:8]([S:10]([NH:13][CH:14]1[C:22]2[C:17](=[CH:18][C:19]([C:23](OC)=[O:24])=[CH:20][CH:21]=2)[CH2:16][CH2:15]1)(=[O:12])=[O:11])[CH3:9]. The product is [OH:24][CH2:23][C:19]1[CH:18]=[C:17]2[C:22](=[CH:21][CH:20]=1)[CH:14]([NH:13][S:10]([CH:8]([CH3:9])[CH3:7])(=[O:12])=[O:11])[CH2:15][CH2:16]2. (3) The catalyst is CN(C)C=O. The reactants are [H-].[Na+].[Cl:3][C:4]1[C:9]2[CH:10]=[C:11]([C:13]([O:15][CH3:16])=[O:14])[NH:12][C:8]=2[CH:7]=[CH:6][N:5]=1.Cl[CH2:18][C:19]1[C:24]([CH3:25])=[CH:23][C:22]([CH3:26])=[CH:21][C:20]=1[CH3:27]. The product is [Cl:3][C:4]1[C:9]2[CH:10]=[C:11]([C:13]([O:15][CH3:16])=[O:14])[N:12]([CH2:18][C:19]3[C:24]([CH3:25])=[CH:23][C:22]([CH3:26])=[CH:21][C:20]=3[CH3:27])[C:8]=2[CH:7]=[CH:6][N:5]=1. The yield is 0.910. (4) The reactants are [CH3:1][O:2][CH:3]1[O:9][C@H:8]([CH2:10]O)[C@@H:6]([OH:7])[C@H:4]1[OH:5].C(#N)C.C(N(CC)CC)C.S(Cl)([Cl:24])=O. The catalyst is C1(C)C=CC=CC=1. The product is [CH3:1][O:2][C@@H:3]1[O:9][C@H:8]([CH2:10][Cl:24])[C@@H:6]([OH:7])[C@H:4]1[OH:5]. The yield is 0.530. (5) The reactants are [Br-].[CH3:2][O:3][C:4]1[CH:13]=[C:12]2[C:7]([CH:8]=[CH:9][C:10](=[O:14])[O:11]2)=[CH:6][CH:5]=1.[C:15]([C:18]1[CH:23]=[CH:22][C:21](B(O)O)=[CH:20][CH:19]=1)(=[O:17])[CH3:16].C([O-])([O-])=O.[Na+].[Na+]. The catalyst is O.CN(C=O)C. The product is [C:15]([C:18]1[CH:23]=[CH:22][C:21]([C:9]2[C:10](=[O:14])[O:11][C:12]3[C:7]([CH:8]=2)=[CH:6][CH:5]=[C:4]([O:3][CH3:2])[CH:13]=3)=[CH:20][CH:19]=1)(=[O:17])[CH3:16]. The yield is 0.990. (6) The reactants are [NH2:1][C:2]1[C:11]2[C:6](=[C:7](Br)[CH:8]=[CH:9][CH:10]=2)[N:5]=[N:4][C:3]=1[C:13]([NH:15][CH2:16][CH2:17][CH3:18])=[O:14].[CH3:19][N:20]1[CH:24]=[C:23](B2OC(C)(C)C(C)(C)O2)[CH:22]=[N:21]1. No catalyst specified. The product is [NH2:1][C:2]1[C:11]2[C:6](=[C:7]([C:23]3[CH:22]=[N:21][N:20]([CH3:19])[CH:24]=3)[CH:8]=[CH:9][CH:10]=2)[N:5]=[N:4][C:3]=1[C:13]([NH:15][CH2:16][CH2:17][CH3:18])=[O:14]. The yield is 0.820.